Predict the reactants needed to synthesize the given product. From a dataset of Retrosynthesis with 50K atom-mapped reactions and 10 reaction types from USPTO. (1) The reactants are: ClCc1csc(-c2ccc(Cl)cc2)n1.N#Cc1c(N)nc(S)c(C#N)c1-c1cscn1. Given the product N#Cc1c(N)nc(SCc2csc(-c3ccc(Cl)cc3)n2)c(C#N)c1-c1cscn1, predict the reactants needed to synthesize it. (2) Given the product CC(C)(C)OC(=O)N(CCO)Cc1ccc(Nc2ncc(C(F)(F)F)c(Cl)n2)cc1, predict the reactants needed to synthesize it. The reactants are: CC(C)(C)OC(=O)N(CCO)Cc1ccc(N)cc1.FC(F)(F)c1cnc(Cl)nc1Cl. (3) Given the product COC(=O)CCc1ccc(OCc2cccc(C(=O)c3ccccc3)c2)cc1, predict the reactants needed to synthesize it. The reactants are: COC(=O)CCc1ccc(O)cc1.O=C(c1ccccc1)c1cccc(CBr)c1. (4) Given the product COC(=O)c1cc2ccc(O)cc2o1, predict the reactants needed to synthesize it. The reactants are: COC(=O)c1cc2ccc(OC)cc2o1. (5) Given the product CCCCOc1nc(N)c2ncn(Cc3ccc(OCCO)nc3)c2n1, predict the reactants needed to synthesize it. The reactants are: CCCCOc1nc(N)c2ncn(Cc3ccc(Cl)nc3)c2n1.OCCO. (6) Given the product NC(=O)c1ccc2cncc(-c3ccc(N4CCOCC4)cc3)c2n1, predict the reactants needed to synthesize it. The reactants are: NC(=O)c1ccc2cncc(Br)c2n1.OB(O)c1ccc(N2CCOCC2)cc1. (7) The reactants are: CC(C)(C)C(=O)N1CCN(c2cc(Cl)c([N+](=O)[O-])cn2)CC1. Given the product CC(C)(C)C(=O)N1CCN(c2cc(Cl)c(N)cn2)CC1, predict the reactants needed to synthesize it. (8) Given the product C=C(c1cccc(OC)n1)c1c(CCN(C)C)sc2ccccc12, predict the reactants needed to synthesize it. The reactants are: CC(C)(C)[O-].COc1cccc(C(=O)c2c(CCN(C)C)sc3ccccc23)n1. (9) Given the product c1cnc2c(c1)CCCC2NCc1nc2ccccc2[nH]1, predict the reactants needed to synthesize it. The reactants are: NCc1nc2ccccc2[nH]1.O=C1CCCc2cccnc21.